From a dataset of Reaction yield outcomes from USPTO patents with 853,638 reactions. Predict the reaction yield, written as a fraction of the theoretical maximum amount of product (1.0 means a 100% yield; for example, 0.34 means a 34% yield). (1) The reactants are [C:1]([O:5][C:6]([NH:8][C@@H:9]([CH2:13][C:14]1[CH:19]=[CH:18][C:17]([O:20][CH2:21][C:22]2[CH:27]=[CH:26][C:25]([C:28]([O:30][CH3:31])=[O:29])=[CH:24][CH:23]=2)=[CH:16][CH:15]=1)[C:10](O)=[O:11])=[O:7])([CH3:4])([CH3:3])[CH3:2].CN1CCOCC1.ClC(OCC(C)C)=O.[BH4-].[Na+]. The catalyst is C1COCC1.O.CO. The product is [C:1]([O:5][C:6]([NH:8][C@H:9]([CH2:10][OH:11])[CH2:13][C:14]1[CH:19]=[CH:18][C:17]([O:20][CH2:21][C:22]2[CH:23]=[CH:24][C:25]([C:28]([O:30][CH3:31])=[O:29])=[CH:26][CH:27]=2)=[CH:16][CH:15]=1)=[O:7])([CH3:3])([CH3:4])[CH3:2]. The yield is 0.830. (2) The product is [CH:28]1([C:26]([NH:25][C@@H:24]2[C@H:20]3[O:19][CH2:18][C@H:17]([NH:16][C:13]([C:3]4[CH:4]=[N:5][N:6]([C:7]5[CH:8]=[CH:9][CH:10]=[CH:11][CH:12]=5)[C:2]=4[CH3:1])=[O:15])[C@H:21]3[O:22][CH2:23]2)=[O:27])[CH2:29][CH2:30]1. The yield is 0.444. No catalyst specified. The reactants are [CH3:1][C:2]1[N:6]([C:7]2[CH:12]=[CH:11][CH:10]=[CH:9][CH:8]=2)[N:5]=[CH:4][C:3]=1[C:13]([OH:15])=O.[NH2:16][C@@H:17]1[C@H:21]2[O:22][CH2:23][C@H:24]([NH:25][C:26]([CH:28]3[CH2:30][CH2:29]3)=[O:27])[C@H:20]2[O:19][CH2:18]1.